From a dataset of Full USPTO retrosynthesis dataset with 1.9M reactions from patents (1976-2016). Predict the reactants needed to synthesize the given product. Given the product [C:1]([O:4][C@@H:5]([C:31]1[CH:36]=[CH:35][CH:34]=[CH:33][CH:32]=1)[C:6]([O:8][C@H:9]([C:20]1[CH:25]=[CH:24][C:23]([O:26][CH:27]([F:29])[F:28])=[C:22]([O:30][CH3:39])[CH:21]=1)[CH2:10][C:11]1[C:12]([Cl:19])=[CH:13][N+:14]([O-:18])=[CH:15][C:16]=1[Cl:17])=[O:7])(=[O:3])[CH3:2], predict the reactants needed to synthesize it. The reactants are: [C:1]([O:4][C@@H:5]([C:31]1[CH:36]=[CH:35][CH:34]=[CH:33][CH:32]=1)[C:6]([O:8][C@H:9]([C:20]1[CH:25]=[CH:24][C:23]([O:26][CH:27]([F:29])[F:28])=[C:22]([OH:30])[CH:21]=1)[CH2:10][C:11]1[C:16]([Cl:17])=[CH:15][N+:14]([O-:18])=[CH:13][C:12]=1[Cl:19])=[O:7])(=[O:3])[CH3:2].CI.[C:39](=O)([O-])[O-].[K+].[K+].